From a dataset of Reaction yield outcomes from USPTO patents with 853,638 reactions. Predict the reaction yield, written as a fraction of the theoretical maximum amount of product (1.0 means a 100% yield; for example, 0.34 means a 34% yield). (1) The reactants are FC(F)(F)C(O)=O.[Br:8][C:9]1[CH:10]=[C:11]([N:16]2[C:20](=[O:21])[O:19][N:18]=[C:17]2[C:22]2[C:23]([NH:27][CH2:28][CH2:29][NH:30][S:31]([NH:34]C(=O)OC(C)(C)C)(=[O:33])=[O:32])=[N:24][O:25][N:26]=2)[CH:12]=[CH:13][C:14]=1[F:15]. The catalyst is O. The product is [Br:8][C:9]1[CH:10]=[C:11]([N:16]2[C:20](=[O:21])[O:19][N:18]=[C:17]2[C:22]2[C:23]([NH:27][CH2:28][CH2:29][NH:30][S:31]([NH2:34])(=[O:32])=[O:33])=[N:24][O:25][N:26]=2)[CH:12]=[CH:13][C:14]=1[F:15]. The yield is 1.00. (2) The reactants are N[C:2]1[CH:10]=[CH:9][C:8]([F:11])=[CH:7][C:3]=1[C:4]([OH:6])=[O:5].N([O-])=O.[Na+].[BrH:16]. The catalyst is O. The product is [Br:16][C:2]1[CH:10]=[CH:9][C:8]([F:11])=[CH:7][C:3]=1[C:4]([OH:6])=[O:5]. The yield is 0.730. (3) The reactants are [N+:1]([C:4]1[CH:9]=[CH:8][C:7]([C:10]2[CH:15]=[CH:14][C:13]([O:16][C@@H:17]3[CH:22]4[CH2:23][CH2:24][N:19]([CH2:20][CH2:21]4)[CH2:18]3)=[CH:12][CH:11]=2)=[CH:6][CH:5]=1)([O-])=O. The catalyst is CO.[Pd]. The product is [N:19]12[CH2:20][CH2:21][CH:22]([CH2:23][CH2:24]1)[C@@H:17]([O:16][C:13]1[CH:12]=[CH:11][C:10]([C:7]3[CH:8]=[CH:9][C:4]([NH2:1])=[CH:5][CH:6]=3)=[CH:15][CH:14]=1)[CH2:18]2. The yield is 0.490. (4) The reactants are [C:1]1([S:7]([N:10]2[C:14]3=[N:15][CH:16]=[CH:17][CH:18]=[C:13]3[C:12](B3OC(C)(C)C(C)(C)O3)=[CH:11]2)(=[O:9])=[O:8])[CH:6]=[CH:5][CH:4]=[CH:3][CH:2]=1.I[C:29]1[CH:30]=[C:31]2[C:35](=[CH:36][CH:37]=1)[N:34]([CH3:38])[N:33]=[C:32]2[NH2:39].C(=O)(O)[O-].[Na+].ClCCl. The catalyst is CN(C)C=O.CCOC(C)=O.C1C=CC(P(C2C=CC=CC=2)[C-]2C=CC=C2)=CC=1.C1C=CC(P(C2C=CC=CC=2)[C-]2C=CC=C2)=CC=1.Cl[Pd]Cl.[Fe+2]. The product is [CH3:38][N:34]1[C:35]2[C:31](=[CH:30][C:29]([C:12]3[C:13]4[C:14](=[N:15][CH:16]=[CH:17][CH:18]=4)[N:10]([S:7]([C:1]4[CH:2]=[CH:3][CH:4]=[CH:5][CH:6]=4)(=[O:8])=[O:9])[CH:11]=3)=[CH:37][CH:36]=2)[C:32]([NH2:39])=[N:33]1. The yield is 0.560. (5) The reactants are [CH:1]([O:4][C:5]1[CH:10]=[CH:9][C:8](Br)=[CH:7][N:6]=1)([CH3:3])[CH3:2].C([Li])CCC.[B:17](OC(C)C)([O:22]C(C)C)[O:18]C(C)C. The catalyst is CCOCC. The product is [CH:1]([O:4][C:5]1[CH:10]=[CH:9][C:8]([B:17]([OH:22])[OH:18])=[CH:7][N:6]=1)([CH3:3])[CH3:2]. The yield is 0.770.